Dataset: Forward reaction prediction with 1.9M reactions from USPTO patents (1976-2016). Task: Predict the product of the given reaction. (1) Given the reactants [Cl:1][C:2]1[CH:20]=[C:19]2[C:5]([C:6](=[O:22])[C:7](=[O:21])[C:8]3[S:18][CH2:17][C:11]4([CH2:16][CH2:15][NH:14][CH2:13][CH2:12]4)[O:10][C:9]=32)=[CH:4][CH:3]=1.[Cl:23][C:24]1[CH:25]=[C:26]([CH:30]=[CH:31][CH:32]=1)[C:27](Cl)=[O:28], predict the reaction product. The product is: [Cl:1][C:2]1[CH:20]=[C:19]2[C:5]([C:6](=[O:22])[C:7](=[O:21])[C:8]3[S:18][CH2:17][C:11]4([CH2:16][CH2:15][N:14]([C:27](=[O:28])[C:26]5[CH:30]=[CH:31][CH:32]=[C:24]([Cl:23])[CH:25]=5)[CH2:13][CH2:12]4)[O:10][C:9]=32)=[CH:4][CH:3]=1. (2) Given the reactants C([O:8][C:9]1[CH:10]=[C:11]([CH:16]=[C:17]([O:19][C@@H:20]([CH3:24])[CH2:21][O:22][CH3:23])[CH:18]=1)[C:12]([O:14][CH3:15])=[O:13])C1C=CC=CC=1, predict the reaction product. The product is: [OH:8][C:9]1[CH:10]=[C:11]([CH:16]=[C:17]([O:19][C@@H:20]([CH3:24])[CH2:21][O:22][CH3:23])[CH:18]=1)[C:12]([O:14][CH3:15])=[O:13]. (3) Given the reactants [OH:1][C:2]1[CH:3]=[CH:4][C:5]([NH:17][C:18]([CH2:20][O:21][C:22]2[CH:27]=[CH:26][C:25]([CH2:28][CH:29]3[S:33][C:32](=[O:34])[NH:31][C:30]3=[O:35])=[CH:24][CH:23]=2)=O)=[C:6]([N:8](C)[C:9](=O)OC(C)(C)C)[CH:7]=1.[ClH:36].O1CCOCC1, predict the reaction product. The product is: [ClH:36].[OH:1][C:2]1[CH:3]=[CH:4][C:5]2[N:17]=[C:18]([CH2:20][O:21][C:22]3[CH:23]=[CH:24][C:25]([CH2:28][CH:29]4[S:33][C:32](=[O:34])[NH:31][C:30]4=[O:35])=[CH:26][CH:27]=3)[N:8]([CH3:9])[C:6]=2[CH:7]=1. (4) Given the reactants [C:1]([N:4]1[C:13]2[C:8](=[CH:9][C:10]([C:14]#[N:15])=[CH:11][CH:12]=2)[C@H:7]([NH:16]C(=O)OCC2C=CC=CC=2)[C@@H:6]([CH3:27])[C@@H:5]1[CH:28]1[CH2:30][CH2:29]1)(=[O:3])[CH3:2], predict the reaction product. The product is: [C:1]([N:4]1[C:13]2[C:8](=[CH:9][C:10]([C:14]#[N:15])=[CH:11][CH:12]=2)[CH:7]([NH2:16])[CH:6]([CH3:27])[CH:5]1[CH:28]1[CH2:30][CH2:29]1)(=[O:3])[CH3:2]. (5) Given the reactants [OH:1][CH2:2][C@@H:3]([CH2:19][CH2:20][CH2:21][CH2:22][CH:23]=[CH2:24])[C:4](N1[C@@H](CC2C=CC=CC=2)COC1=O)=[O:5].C1C[O:28]CC1.OO.[Li+].[OH-], predict the reaction product. The product is: [OH:1][CH2:2][C@@H:3]([CH2:19][CH2:20][CH2:21][CH2:22][CH:23]=[CH2:24])[C:4]([OH:5])=[O:28]. (6) Given the reactants FC(F)(F)C(O)=O.[Br:8][C:9]1[CH:14]=[CH:13][C:12]([NH:15][C:16]2[C:17]([C:27]([NH:29][O:30][CH2:31][CH2:32][O:33][C:34](=[O:40])[CH:35]([NH2:39])[CH:36]([CH3:38])[CH3:37])=[O:28])=[CH:18][C:19]3[N:23]([CH3:24])[CH:22]=[N:21][C:20]=3[C:25]=2[F:26])=[C:11]([Cl:41])[CH:10]=1.C([O-])(O)=O.[Na+].O, predict the reaction product. The product is: [Br:8][C:9]1[CH:14]=[CH:13][C:12]([NH:15][C:16]2[C:17]([C:27]([NH:29][O:30][CH2:31][CH2:32][O:33][C:34](=[O:40])[CH:35]([NH2:39])[CH:36]([CH3:38])[CH3:37])=[O:28])=[CH:18][C:19]3[N:23]([CH3:24])[CH:22]=[N:21][C:20]=3[C:25]=2[F:26])=[C:11]([Cl:41])[CH:10]=1. (7) Given the reactants [C:1]1([NH:7][C:8](=[O:12])[C:9]([CH3:11])=[CH2:10])[CH:6]=[CH:5][CH:4]=[CH:3][CH:2]=1.P(Cl)(Cl)(Cl)(Cl)Cl.[C:19]1(O)[CH:24]=[CH:23][CH:22]=[CH:21][CH:20]=1.[H-].[Na+], predict the reaction product. The product is: [CH3:10][C:9](=[CH2:11])[C:8](=[N:7][C:1]1[CH:6]=[CH:5][CH:4]=[CH:3][CH:2]=1)[O:12][C:19]1[CH:24]=[CH:23][CH:22]=[CH:21][CH:20]=1.